From a dataset of Full USPTO retrosynthesis dataset with 1.9M reactions from patents (1976-2016). Predict the reactants needed to synthesize the given product. Given the product [CH:1]1([C:4]2[CH:24]=[CH:23][CH:22]=[CH:21][C:5]=2[CH2:6][N:7]2[C:12]3[N:13]=[C:14]([NH:36][C:35]4[CH:34]=[CH:33][C:32]([N:29]5[CH2:28][CH2:27][N:26]([CH3:25])[CH2:31][CH2:30]5)=[CH:38][CH:37]=4)[N:15]=[CH:16][C:11]=3[CH:10]=[CH:9][C:8]2=[O:20])[CH2:3][CH2:2]1, predict the reactants needed to synthesize it. The reactants are: [CH:1]1([C:4]2[CH:24]=[CH:23][CH:22]=[CH:21][C:5]=2[CH2:6][N:7]2[C:12]3[N:13]=[C:14](S(C)=O)[N:15]=[CH:16][C:11]=3[CH:10]=[CH:9][C:8]2=[O:20])[CH2:3][CH2:2]1.[CH3:25][N:26]1[CH2:31][CH2:30][N:29]([C:32]2[CH:38]=[CH:37][C:35]([NH2:36])=[CH:34][CH:33]=2)[CH2:28][CH2:27]1.